This data is from Full USPTO retrosynthesis dataset with 1.9M reactions from patents (1976-2016). The task is: Predict the reactants needed to synthesize the given product. (1) Given the product [CH2:1]([C:5]1=[CH:6][N:7]([C:18]([CH3:20])([CH3:19])[CH3:21])[S:8]/[C:9]/1=[N:10]\[C:11]([CH:13]1[CH2:17][CH2:16][N:15]([C:25]([O:24][CH2:22][CH3:23])=[O:26])[CH2:14]1)=[O:12])[CH2:2][CH2:3][CH3:4], predict the reactants needed to synthesize it. The reactants are: [CH2:1]([C:5]1=[CH:6][N:7]([C:18]([CH3:21])([CH3:20])[CH3:19])[S:8]/[C:9]/1=[N:10]\[C:11]([CH:13]1[CH2:17][CH2:16][NH:15][CH2:14]1)=[O:12])[CH2:2][CH2:3][CH3:4].[CH2:22]([O:24][C:25](Cl)=[O:26])[CH3:23]. (2) The reactants are: [NH2:1][C@@H:2]1[CH2:7][CH2:6][C@H:5]([NH:8][C:9]([C:11]2[C:15]3[N:16]=[CH:17][N:18]=[C:19]([C:20]4[C:28]5[O:27][CH2:26][O:25][C:24]=5[CH:23]=[CH:22][C:21]=4[O:29][CH2:30][CH2:31][O:32][CH3:33])[C:14]=3[NH:13][CH:12]=2)=[O:10])[CH2:4][CH2:3]1.[CH3:34][O:35][CH2:36][C:37](Cl)=[O:38]. Given the product [CH3:34][O:35][CH2:36][C:37]([NH:1][C@@H:2]1[CH2:3][CH2:4][C@H:5]([NH:8][C:9]([C:11]2[C:15]3[N:16]=[CH:17][N:18]=[C:19]([C:20]4[C:28]5[O:27][CH2:26][O:25][C:24]=5[CH:23]=[CH:22][C:21]=4[O:29][CH2:30][CH2:31][O:32][CH3:33])[C:14]=3[NH:13][CH:12]=2)=[O:10])[CH2:6][CH2:7]1)=[O:38], predict the reactants needed to synthesize it. (3) Given the product [F:3][C:4]1[C:9]([C:10]([F:12])([F:13])[F:11])=[CH:8][C:7]([I:1])=[C:6]([OH:14])[CH:5]=1, predict the reactants needed to synthesize it. The reactants are: [I:1]I.[F:3][C:4]1[CH:5]=[C:6]([OH:14])[CH:7]=[CH:8][C:9]=1[C:10]([F:13])([F:12])[F:11]. (4) Given the product [Cl:20][C:17]1[CH:18]=[CH:19][C:14]([NH:13][CH:11]2[CH2:10][S:9](=[O:25])(=[O:24])[NH:8][CH2:12]2)=[C:15]([N+:21]([O-:23])=[O:22])[CH:16]=1, predict the reactants needed to synthesize it. The reactants are: C([N:8]1[CH2:12][CH:11]([NH:13][C:14]2[CH:19]=[CH:18][C:17]([Cl:20])=[CH:16][C:15]=2[N+:21]([O-:23])=[O:22])[CH2:10][S:9]1(=[O:25])=[O:24])C1C=CC=CC=1.S(=O)(=O)(O)O.C(=O)([O-])[O-].[Na+].[Na+]. (5) Given the product [ClH:20].[ClH:20].[NH2:5][CH:6]([C:12]1[CH:13]=[N:14][CH:15]=[CH:16][CH:17]=1)[CH2:7][C:8]([O:10][CH3:11])=[O:9], predict the reactants needed to synthesize it. The reactants are: C(O)(=O)C.[NH2:5][C:6]([C:12]1[CH:13]=[N:14][CH:15]=[CH:16][CH:17]=1)=[CH:7][C:8]([O:10][CH3:11])=[O:9].[BH4-].[Na+].[ClH:20]. (6) Given the product [CH:4]1[C:5]2[CH2:11][CH2:10][CH2:9][CH2:8][CH2:7][C:6]=2[CH:1]=[CH:2][CH:3]=1, predict the reactants needed to synthesize it. The reactants are: [CH:1]1[C:6]2[CH2:7][CH2:8][CH2:9][CH2:10][CH:11](O)[C:5]=2[CH:4]=[CH:3][CH:2]=1.Cl.[H][H]. (7) Given the product [ClH:21].[Cl:21][C:18]1[CH:19]=[CH:20][C:15]([CH2:14][N:10]2[C:11]3[C:12](=[O:13])[N:4]([CH2:3][CH2:2][N:37]([CH3:38])[CH3:36])[C:5](=[O:35])[N:6]([CH3:34])[C:7]=3[N:8]=[C:9]2[O:22][C:23]2[CH:28]=[CH:27][CH:26]=[C:25]([O:29][C:30]([F:33])([F:32])[F:31])[CH:24]=2)=[CH:16][CH:17]=1, predict the reactants needed to synthesize it. The reactants are: Br[CH2:2][CH2:3][N:4]1[C:12](=[O:13])[C:11]2[N:10]([CH2:14][C:15]3[CH:20]=[CH:19][C:18]([Cl:21])=[CH:17][CH:16]=3)[C:9]([O:22][C:23]3[CH:28]=[CH:27][CH:26]=[C:25]([O:29][C:30]([F:33])([F:32])[F:31])[CH:24]=3)=[N:8][C:7]=2[N:6]([CH3:34])[C:5]1=[O:35].[CH3:36][NH:37][CH3:38]. (8) Given the product [Cl:1][C:2]1[CH:39]=[C:38]([S:40]([CH3:43])(=[O:41])=[O:42])[CH:37]=[CH:36][C:3]=1[CH2:4][O:5][C:6]1[C:7]([O:33][CH2:34][CH3:35])=[C:8]([C:12]([C:14]2[C:22]3[C:17](=[N:18][CH:19]=[CH:20][CH:21]=3)[NH:16][CH:15]=2)=[O:13])[CH:9]=[CH:10][CH:11]=1, predict the reactants needed to synthesize it. The reactants are: [Cl:1][C:2]1[CH:39]=[C:38]([S:40]([CH3:43])(=[O:42])=[O:41])[CH:37]=[CH:36][C:3]=1[CH2:4][O:5][C:6]1[C:7]([O:33][CH2:34][CH3:35])=[C:8]([C:12]([C:14]2[C:22]3[C:17](=[N:18][CH:19]=[CH:20][CH:21]=3)[N:16]([Si](C(C)C)(C(C)C)C(C)C)[CH:15]=2)=[O:13])[CH:9]=[CH:10][CH:11]=1.[OH-].[K+].[F-].C(=O)([O-])[O-].[Na+].[Na+]. (9) Given the product [C:1]([O:5][C:6](=[O:29])[NH:7][C:8]1[CH:13]=[CH:12][CH:11]=[CH:10][C:9]=1[NH:14][C:15](=[O:28])[C:16]1[CH:17]=[CH:18][C:19]([CH:22]([NH2:25])[CH2:23][OH:24])=[CH:20][CH:21]=1)([CH3:4])([CH3:2])[CH3:3], predict the reactants needed to synthesize it. The reactants are: [C:1]([O:5][C:6](=[O:29])[NH:7][C:8]1[CH:13]=[CH:12][CH:11]=[CH:10][C:9]=1[NH:14][C:15](=[O:28])[C:16]1[CH:21]=[CH:20][C:19]([CH:22]([N:25]=[N+]=[N-])[CH2:23][OH:24])=[CH:18][CH:17]=1)([CH3:4])([CH3:3])[CH3:2]. (10) Given the product [CH3:1][O:2][C:3]1[CH:8]=[CH:7][CH:6]=[CH:5][C:4]=1[N:9]1[C:13](=[O:14])[C:12]([C:15]([O:17][CH2:18][CH3:19])=[O:16])=[CH:11][N:10]1[CH3:21], predict the reactants needed to synthesize it. The reactants are: [CH3:1][O:2][C:3]1[CH:8]=[CH:7][CH:6]=[CH:5][C:4]=1[N:9]1[C:13](=[O:14])[C:12]([C:15]([O:17][CH2:18][CH3:19])=[O:16])=[CH:11][NH:10]1.F[C:21](F)(F)S(OC)(=O)=O.